From a dataset of Catalyst prediction with 721,799 reactions and 888 catalyst types from USPTO. Predict which catalyst facilitates the given reaction. (1) Product: [Cl:1][C:2]1[CH:3]=[C:4]([CH:18]=[CH:19][C:20]=1[Cl:21])[O:5][CH:6]1[CH2:7][CH2:8][N:9]([CH:12]2[CH2:13][CH2:14][N:15]([C:33]([NH:32][S:29]([C:26]3[CH:27]=[CH:28][C:23]([CH3:22])=[CH:24][CH:25]=3)(=[O:31])=[O:30])=[O:34])[CH2:16][CH2:17]2)[CH2:10][CH2:11]1. Reactant: [Cl:1][C:2]1[CH:3]=[C:4]([CH:18]=[CH:19][C:20]=1[Cl:21])[O:5][CH:6]1[CH2:11][CH2:10][N:9]([CH:12]2[CH2:17][CH2:16][NH:15][CH2:14][CH2:13]2)[CH2:8][CH2:7]1.[CH3:22][C:23]1[CH:28]=[CH:27][C:26]([S:29]([N:32]=[C:33]=[O:34])(=[O:31])=[O:30])=[CH:25][CH:24]=1.O. The catalyst class is: 1. (2) Reactant: C([Li])CCC.[CH3:6][Si:7]([C:10]#[CH:11])([CH3:9])[CH3:8].CN1C(=O)N(C)CCC1.I[CH2:22][CH2:23][CH2:24][CH2:25][C:26]1[CH:31]=[CH:30][C:29]([O:32][CH3:33])=[CH:28][C:27]=1[CH3:34].[Cl-].[NH4+]. Product: [CH3:33][O:32][C:29]1[CH:30]=[CH:31][C:26]([CH2:25][CH2:24][CH2:23][CH2:22][C:11]#[C:10][Si:7]([CH3:9])([CH3:8])[CH3:6])=[C:27]([CH3:34])[CH:28]=1. The catalyst class is: 323. (3) Reactant: [Cl:1][C:2]1[CH:7]=[CH:6][C:5]([CH3:8])=[CH:4][N:3]=1.[OH:9]O. Product: [Cl:1][C:2]1[CH:7]=[CH:6][C:5]([CH3:8])=[CH:4][N+:3]=1[O-:9]. The catalyst class is: 86. (4) Reactant: [OH:1]O.[Cl:3][C:4]1[CH:5]=[C:6]2[C:11](=[CH:12][C:13]=1[O:14][CH3:15])[N:10]=[CH:9][CH:8]=[CH:7]2. Product: [Cl:3][C:4]1[CH:5]=[C:6]2[C:11](=[CH:12][C:13]=1[O:14][CH3:15])[N+:10]([O-:1])=[CH:9][CH:8]=[CH:7]2. The catalyst class is: 177. (5) Reactant: [C:1]12([CH2:11][NH:12][C:13]([C:15]3[N:20]4[CH:21]=[C:22]([CH2:24][C:25](O)=[O:26])[N:23]=[C:19]4[CH:18]=[CH:17][CH:16]=3)=[O:14])[CH2:10][CH:5]3[CH2:6][CH:7]([CH2:9][CH:3]([CH2:4]3)[CH2:2]1)[CH2:8]2.[CH3:28][C@@H:29]1[CH2:34][NH:33][CH2:32][CH2:31][NH:30]1.F[P-](F)(F)(F)(F)F.N1(O[P+](N(C)C)(N(C)C)N(C)C)C2C=CC=CC=2N=N1. Product: [C:1]12([CH2:11][NH:12][C:13]([C:15]3[N:20]4[CH:21]=[C:22]([CH2:24][C:25]([N:33]5[CH2:32][CH2:31][NH:30][C@H:29]([CH3:28])[CH2:34]5)=[O:26])[N:23]=[C:19]4[CH:18]=[CH:17][CH:16]=3)=[O:14])[CH2:8][CH:7]3[CH2:9][CH:3]([CH2:4][CH:5]([CH2:6]3)[CH2:10]1)[CH2:2]2. The catalyst class is: 173.